Dataset: Experimentally validated miRNA-target interactions with 360,000+ pairs, plus equal number of negative samples. Task: Binary Classification. Given a miRNA mature sequence and a target amino acid sequence, predict their likelihood of interaction. (1) The miRNA is cel-miR-74-3p with sequence UGGCAAGAAAUGGCAGUCUACA. The protein sequence of the target gene is MAIRELKVCLLGDTGVGKSSIVCRFVQDHFDHNISPTIGASFMTKTVPCGNELHKFLIWDTAGQERFHSLAPMYYRGSAAAVIVYDITKQDSFHTLKKWVKELKEHGPENIVMAIAGNKCDLSDIREVPLKDAKEYAESIGAIVVETSAKNAINIEELFQGISRQIPPLGPQENGNSGGIKLGNQSLQASRRCC. Result: 0 (no interaction). (2) The miRNA is mmu-miR-500-3p with sequence AAUGCACCUGGGCAAGGGUUCA. The protein sequence of the target gene is MGTTSDEMVPVEQASSTSSLDPLCFECGQQHWARENHLYNYQGEVDDDLVCHICLQPLLQPLDTPCGHTFCHKCLRNFLQEKDFCPLDRKRLHFKLCKKSSILVHKLLDKLLVLCPFSPVCQDVMQRCDLEAHLKNRCPGASHRRVDLERRKTSQTQTQIEGETGSTVIDPPGTLPPETDCSGTVPGERNLTPASLPVWTEEPGLDNPAFEESAAADSVQQPLSLPEGEITTIEIHRSNPYIQLGISIVGGNETPLINIVIQEVYRDGVIARDGRLLAGDQILQVNNYDISNVSHNHARA.... Result: 0 (no interaction). (3) The miRNA is mmu-miR-337-5p with sequence CGGCGUCAUGCAGGAGUUGAUU. The protein sequence of the target gene is MEFSIRKSPLSVQKVVKCMKMKQTPEILGSANGKTQNCEVNHECSVFLSKAQLSNSLQEGVMQKFNGHDALPFLPAEKLKDLTSCVFNGEPGAHDTKLCFEAQEVKGIGTPPNTTPIKNGSPEIKLKITKTYMNGKPLFESSICGDGAADVSQSEENEQKSDNKTRRNRKRSIKYDSLLEQGLVEAALVSKISSPADKKIPVKKESCPNTGRDRDLLLKYNVGDLVWSKVSGYPWWPCMVSADPLLHNHTKLKGQKKSARQYHVQFFGDAPERAWIFEKSLVAFEGEEQFEKLCQESAKQ.... Result: 0 (no interaction). (4) The protein sequence of the target gene is MGKDFRYYFQHPWSRMIVAYLVIFFNFLIFAEDPVSHSQTEANVIVVGNCFSFVTNKYPRGVGWRILKVLLWLLAILTGLIAGKFLFHQRLFGQLLRLKMFREDHGSWMTMFFSTILFLFIFSHIYNTILLMDGNMGAYIITDYMGIRNESFMKLAAVGTWMGDFVTAWMVTDMMLQDKPYPDWGKSARAFWKKGNVRITLFWTVLFTLTSVVVLVITTDWISWDKLNRGFLPSDEVSRAFLASFILVFDLLIVMQDWEFPHFMGDVDVNLPGLHTPHMQFKIPFFQKIFKEEYRIHITG.... Result: 1 (interaction). The miRNA is hsa-miR-365b-5p with sequence AGGGACUUUCAGGGGCAGCUGU. (5) The miRNA is mmu-miR-500-3p with sequence AAUGCACCUGGGCAAGGGUUCA. Result: 0 (no interaction). The protein sequence of the target gene is MEGGFGSDFGGSGSGKLDPGLIMEQVKVQIAVANAQELLQRMTDKCFRKCIGKPGGSLDNSEQKCIAMCMDRYMDAWNTVSRAYNSRLQRERANM. (6) The miRNA is hsa-miR-423-5p with sequence UGAGGGGCAGAGAGCGAGACUUU. The protein sequence of the target gene is MSEFLLALLTLSGLLPIARVLTVGADRDQQLCDPGEFLCHDHVTCVSQSWLCDGDPDCPDDSDESLDTCPEEVEIKCPLNHIACLGTNKCVHLSQLCNGVLDCPDGYDEGVHCQELLSNCQQLNCQYKCTMVRNSTRCYCEDGFEITEDGRSCKDQDECAVYGTCSQTCRNTHGSYTCSCVEGYLMQPDNRSCKAKIEPTDRPPILLIANFETIEVFYLNGSKMATLSSVNGNEIHTLDFIYNEDMICWIESRESSNQLKCIQITKAGGLTDEWTINILQSFHNVQQMAIDWLTRNLYFV.... Result: 0 (no interaction). (7) The miRNA is hsa-miR-548am-5p with sequence AAAAGUAAUUGCGGUUUUUGCC. The protein sequence of the target gene is MELSDANLQTLTEYLKKTLDPDPAIRRPAEKFLESVEGNQNYPLLLLTLLEKSQDNVIKVCASVTFKNYIKRNWRIVEDEPNKICEADRVAIKANIVHLMLSSPEQIQKQLSDAISIIGREDFPQKWPDLLTEMVNRFQSGDFHVINGVLRTAHSLFKRYRHEFKSNELWTEIKLVLDAFALPLTNLFKATIELCSTHANDASALRILFSSLILISKLFYSLNFQDLPEFFEDNMETWMNNFHTLLTLDNKLLQTDDEEEAGLLELLKSQICDNAALYAQKYDEEFQRYLPRFVTAIWNL.... Result: 1 (interaction). (8) The miRNA is ssc-miR-150 with sequence UCUCCCAACCCUUGUACCAGUG. The protein sequence of the target gene is MLSRLFRMHGLFVASHPWEVIVGTVTLTICMMSMNMFTGNDKICGWNYECPKFEEDVLSSDIIILTITRCIAILYIYFQFQNLRQLGSKYILGIAGLFTIFSSFVFSTVVIHFLDKELTGLNEALPFFLLLIDLSRASALAKFALSSNSQDEVRENIARGMAILGPTFTLDALVECLVIGVGTMSGVRQLEIMCCFGCMSVLATYFVFMTFFPACVSLVLELSRESREGRPIWQLSHFARVLEGEENKPNPVTQRVKIIMSLGLVLVHAHSRWIADPSPQNSTADNSKVSLGLDENVSKR.... Result: 1 (interaction). (9) The miRNA is mmu-miR-3074-5p with sequence GUUCCUGCUGAACUGAGCCAGU. The protein sequence of the target gene is MACNSTSLEAYTYLLLNTSNASDSGSTQLPAPLRISLAIVMLLMTVVGFLGNTVVCIIVYQRPAMRSAINLLLATLAFSDIMLSLCCMPFTAVTLITVRWHFGDHFCRLSATLYWFFVLEGVAILLIISVDRFLIIVQRQDKLNPRRAKVIIAVSWVLSFCIAGPSLTGWTLVEVPARAPQCVLGYTELPADRAYVVTLVVAVFFAPFGVMLCAYMCILNTVRKNAVRVHNQSDSLDLRQLTRAGLRRLQRQQQVSVDLSFKTKAFTTILILFVGFSLCWLPHSVYSLLSVFSQRFYCGS.... Result: 0 (no interaction).